This data is from Forward reaction prediction with 1.9M reactions from USPTO patents (1976-2016). The task is: Predict the product of the given reaction. (1) Given the reactants [F:1][C:2]([F:19])([F:18])[C:3]1[CH:8]=[CH:7][C:6]([C:9]2[CH:10]=[C:11]([CH:15]=[CH:16][CH:17]=2)[C:12](O)=[O:13])=[CH:5][CH:4]=1.[H-].[H-].[H-].[H-].[Li+].[Al+3], predict the reaction product. The product is: [F:1][C:2]([F:18])([F:19])[C:3]1[CH:4]=[CH:5][C:6]([C:9]2[CH:10]=[C:11]([CH:15]=[CH:16][CH:17]=2)[CH2:12][OH:13])=[CH:7][CH:8]=1. (2) Given the reactants [C:1]1(=[O:15])[C:14]2[C:5](=[N:6][CH:7]=[C:8]3[C:13]=2[CH:12]=[CH:11][CH:10]=[CH:9]3)[CH:4]=[CH:3][CH2:2]1.[Br:16]Br.O, predict the reaction product. The product is: [Br:16][CH:2]1[CH:3]=[CH:4][C:5]2[C:14](=[C:13]3[C:8](=[CH:7][N:6]=2)[CH:9]=[CH:10][CH:11]=[CH:12]3)[C:1]1=[O:15]. (3) Given the reactants [C:1]([C:4]1[CH:42]=[CH:41][C:7]([CH2:8][N:9]2[CH2:14][CH2:13][N:12]([C:15](=[O:30])[C:16]3[CH:21]=[C:20]([C:22]([F:25])([F:24])[F:23])[CH:19]=[C:18]([C:26]([F:29])([F:28])[F:27])[CH:17]=3)[C@H:11]([CH2:31][C:32]3[C:40]4[C:35](=[CH:36][CH:37]=[CH:38][CH:39]=4)[NH:34][CH:33]=3)[CH2:10]2)=[CH:6][CH:5]=1)(=[O:3])[CH3:2].[ClH:43], predict the reaction product. The product is: [ClH:43].[C:1]([C:4]1[CH:5]=[CH:6][C:7]([CH2:8][N:9]2[CH2:14][CH2:13][N:12]([C:15](=[O:30])[C:16]3[CH:21]=[C:20]([C:22]([F:24])([F:25])[F:23])[CH:19]=[C:18]([C:26]([F:29])([F:28])[F:27])[CH:17]=3)[C@H:11]([CH2:31][C:32]3[C:40]4[C:35](=[CH:36][CH:37]=[CH:38][CH:39]=4)[NH:34][CH:33]=3)[CH2:10]2)=[CH:41][CH:42]=1)(=[O:3])[CH3:2]. (4) Given the reactants [C:1]1([OH:7])[CH:6]=CC=C[CH:2]=1.CNC(=NC)O[C:12]([CH3:15])([CH3:14])[CH3:13].[C:18](OCC)(=O)C.CCCCCC, predict the reaction product. The product is: [C:12]([O:7][C:1]([CH3:2])([CH3:6])[CH3:18])([CH3:15])([CH3:14])[CH3:13]. (5) Given the reactants [OH:1][CH:2]([CH2:7][N:8]1[CH:12]=[C:11]([I:13])[CH:10]=[N:9]1)[C:3](OC)=[O:4].[NH3:14], predict the reaction product. The product is: [OH:1][CH:2]([CH2:7][N:8]1[CH:12]=[C:11]([I:13])[CH:10]=[N:9]1)[C:3]([NH2:14])=[O:4]. (6) Given the reactants [Cl:1][CH2:2][C:3]([NH:5][C:6]1[CH:7]=[N:8][C:9]([C:12](=[N:14]O)[NH2:13])=[CH:10][CH:11]=1)=[O:4].[CH2:16]([O:18][C:19]([C:21]#[C:22][C:23]([O:25]CC)=O)=[O:20])[CH3:17].C[OH:29], predict the reaction product. The product is: [Cl:1][CH2:2][C:3]([NH:5][C:6]1[CH:11]=[CH:10][C:9]([C:12]2[N:14]=[C:21]([C:19]([O:18][CH2:16][CH3:17])=[O:20])[C:22]([OH:29])=[C:23]([OH:25])[N:13]=2)=[N:8][CH:7]=1)=[O:4].